From a dataset of Reaction yield outcomes from USPTO patents with 853,638 reactions. Predict the reaction yield, written as a fraction of the theoretical maximum amount of product (1.0 means a 100% yield; for example, 0.34 means a 34% yield). (1) The reactants are Br[C:2]1[C:3]([CH3:25])=[C:4]([C:15]2[CH:20]=[CH:19][CH:18]=[C:17]([C:21]([F:24])([F:23])[F:22])[CH:16]=2)[C:5]2[N:6]([N:8]=[C:9]([NH:11][C:12](=[O:14])[CH3:13])[N:10]=2)[CH:7]=1.C([O:28][CH:29]=[CH:30][CH3:31])C.C(N(CC)CC)C.CC1C(P(C2C(C)=CC=CC=2)C2C(C)=CC=CC=2)=CC=CC=1. The catalyst is CN(C=O)C.C([O-])(=O)C.[Pd+2].C([O-])(=O)C. The product is [CH3:25][C:3]1[C:2]([C:29](=[O:28])[CH2:30][CH3:31])=[CH:7][N:6]2[N:8]=[C:9]([NH:11][C:12](=[O:14])[CH3:13])[N:10]=[C:5]2[C:4]=1[C:15]1[CH:20]=[CH:19][CH:18]=[C:17]([C:21]([F:24])([F:23])[F:22])[CH:16]=1. The yield is 0.110. (2) The reactants are [CH3:1][C:2]1[CH:7]=[C:6]([CH3:8])[N:5]=[C:4]([N:9]2[CH2:13][CH:12]3[CH2:14][N:15]([C:17]([C:19]4[C:20]([C:25]5[N:29](C6CCCCO6)[N:28]=[CH:27][CH:26]=5)=[N:21][CH:22]=[CH:23][CH:24]=4)=[O:18])[CH2:16][CH:11]3[CH2:10]2)[N:3]=1.Cl.[OH-].[Na+]. The catalyst is C1COCC1.O. The product is [NH:29]1[C:25]([C:20]2[C:19]([C:17]([N:15]3[CH2:16][CH:11]4[CH:12]([CH2:13][N:9]([C:4]5[N:3]=[C:2]([CH3:1])[CH:7]=[C:6]([CH3:8])[N:5]=5)[CH2:10]4)[CH2:14]3)=[O:18])=[CH:24][CH:23]=[CH:22][N:21]=2)=[CH:26][CH:27]=[N:28]1. The yield is 0.730. (3) The reactants are [N+:1]([C:4]1[CH:5]=[N:6][CH:7]=[CH:8][C:9]=1[NH2:10])([O-:3])=[O:2].CC([O-])=O.[Na+].[Br:16]Br.C([O-])(O)=O.[Na+]. The catalyst is O.C(O)(=O)C. The product is [Br:16][C:8]1[CH:7]=[N:6][CH:5]=[C:4]([N+:1]([O-:3])=[O:2])[C:9]=1[NH2:10]. The yield is 0.870. (4) The reactants are [C:1]1([C:15]([O-])=[C:11]([N+:12]([O-:14])=[O:13])[CH:10]=[C:6]([N+:7]([O-:9])=[O:8])[CH:5]=1)[N+:2]([O-:4])=[O:3].[NH4+:17].C(=O)(O)[O-].[NH4+].O. The yield is 0.160. The catalyst is S1(CCCC1)(=O)=O. The product is [CH:5]1[C:1]([N+:2]([O-:4])=[O:3])=[C:15]([NH2:17])[C:11]([N+:12]([O-:14])=[O:13])=[CH:10][C:6]=1[N+:7]([O-:9])=[O:8]. (5) The reactants are [H-].C(O[Al](OC(C)(C)C)OC(C)(C)C)(C)(C)C.[Li+].[C:19]([O:22][C@@H:23]1[CH2:47][CH2:46][C@@:45]2([CH3:48])[C@H:25]([CH2:26][CH2:27][C@@H:28]3[C@@H:44]2[CH2:43][C:42](=[O:49])[C@@:41]2([CH3:50])[C@H:29]3[CH2:30][CH2:31][C@@H:32]2[C@H:33]([CH3:40])[CH2:34][CH2:35][C:36]([O:38][CH3:39])=[O:37])[CH2:24]1)(=[O:21])[CH3:20]. The catalyst is C1COCC1. The product is [C:19]([O:22][C@@H:23]1[CH2:47][CH2:46][C@@:45]2([CH3:48])[C@H:25]([CH2:26][CH2:27][C@@H:28]3[C@@H:44]2[CH2:43][C@H:42]([OH:49])[C@@:41]2([CH3:50])[C@H:29]3[CH2:30][CH2:31][C@@H:32]2[C@H:33]([CH3:40])[CH2:34][CH2:35][C:36]([O:38][CH3:39])=[O:37])[CH2:24]1)(=[O:21])[CH3:20]. The yield is 0.910. (6) The reactants are [Br:1][C:2]1[C:11]2[C:6](=[CH:7][C:8]([Br:12])=[CH:9][CH:10]=2)[CH:5]=[CH:4][C:3]=1[OH:13].[Br:14][CH2:15][CH2:16]Br.C(=O)([O-])[O-].[K+].[K+]. The catalyst is C(#N)C. The product is [Br:1][C:2]1[C:11]2[C:6](=[CH:7][C:8]([Br:12])=[CH:9][CH:10]=2)[CH:5]=[CH:4][C:3]=1[O:13][CH2:16][CH2:15][Br:14]. The yield is 0.699. (7) The reactants are [C:1](O)(=O)/[CH:2]=[CH:3]/[C:4]([OH:6])=O.[CH3:9][O:10][C:11]1[C:21]2[CH:20]([C:22]3[CH:27]=[CH:26][CH:25]=[CH:24][CH:23]=3)[CH2:19][CH2:18][N:17]([CH3:28])[CH2:16][C:15]=2[CH:14]=[CH:13][CH:12]=1.P(OP(O)(O)=O)(O)(O)=O.[OH-].[NH4+].Cl[CH2:41]CCl. No catalyst specified. The product is [CH3:9][O:10][C:11]1[C:21]2[CH:20]([C:22]3[CH:27]=[CH:26][CH:25]=[CH:24][CH:23]=3)[CH2:19][CH2:18][N:17]([CH3:28])[CH2:16][C:15]=2[CH:14]=[CH:13][CH:12]=1.[CH3:41][O:6][C:4]1[CH:24]=[CH:23][C:22]2[CH:20]([C:21]3[CH:15]=[CH:14][CH:13]=[CH:12][CH:11]=3)[CH2:19][CH2:18][N:17]([CH3:16])[CH2:1][C:2]=2[CH:3]=1. The yield is 0.350.